This data is from Reaction yield outcomes from USPTO patents with 853,638 reactions. The task is: Predict the reaction yield, written as a fraction of the theoretical maximum amount of product (1.0 means a 100% yield; for example, 0.34 means a 34% yield). (1) The reactants are Br[CH2:2][CH2:3][C:4]([OH:6])=[O:5].[OH-].[K+].[F:9][C:10]([F:15])([F:14])[CH2:11][CH2:12][SH:13].Cl. The catalyst is CO. The product is [F:9][C:10]([F:15])([F:14])[CH2:11][CH2:12][S:13][CH2:2][CH2:3][C:4]([OH:6])=[O:5]. The yield is 0.880. (2) The reactants are [OH:1][C:2]1[CH:7]=[CH:6][CH:5]=[CH:4][C:3]=1[C:8](=[O:20])/[CH:9]=[CH:10]/[C:11]1[CH:16]=[C:15]([I:17])[CH:14]=[CH:13][C:12]=1[O:18][CH3:19].[OH:21]O. The catalyst is [OH-].[K+].C(O)C. The product is [OH:21][C:9]1[C:8](=[O:20])[C:3]2[C:2](=[CH:7][CH:6]=[CH:5][CH:4]=2)[O:1][C:10]=1[C:11]1[CH:16]=[C:15]([I:17])[CH:14]=[CH:13][C:12]=1[O:18][CH3:19]. The yield is 0.440. (3) The reactants are [CH2:1]1[N:5]=[C:4]([CH:6]2[CH2:11][CH2:10][CH2:9][N:8]([C:12]([O:14][C:15]([CH3:18])([CH3:17])[CH3:16])=[O:13])[CH2:7]2)[N:3]2[CH2:19][CH2:20][CH2:21][CH:2]12. The catalyst is C1(C)C=CC=CC=1. The product is [CH:1]1[N:5]=[C:4]([CH:6]2[CH2:11][CH2:10][CH2:9][N:8]([C:12]([O:14][C:15]([CH3:18])([CH3:16])[CH3:17])=[O:13])[CH2:7]2)[N:3]2[CH2:19][CH2:20][CH2:21][C:2]=12. The yield is 0.140. (4) The reactants are [NH2:1][CH2:2][C@H:3]([OH:13])[CH2:4][N:5]1[CH:9]=[CH:8][C:7]([N+:10]([O-:12])=[O:11])=[N:6]1.[C:14](=O)(OC1C=CC=CN=1)[O:15]C1C=CC=CN=1. The catalyst is ClCCl. The product is [N+:10]([C:7]1[CH:8]=[CH:9][N:5]([CH2:4][C@H:3]2[O:13][C:14](=[O:15])[NH:1][CH2:2]2)[N:6]=1)([O-:12])=[O:11]. The yield is 0.490. (5) The reactants are C(O[C:4]([CH:6]1[C:11](=O)[CH2:10][CH2:9][N:8]([C:13]([O:15][C:16]([CH3:19])([CH3:18])[CH3:17])=[O:14])[CH2:7]1)=[O:5])C.[N:20]1[C:29]2[C:24](=[CH:25][CH:26]=[CH:27][CH:28]=2)[N:23]=[CH:22][C:21]=1[NH:30][NH2:31]. The catalyst is C1(C)C=CC=CC=1. The product is [C:16]([O:15][C:13]([N:8]1[CH2:9][CH2:10][C:11]2[NH:31][N:30]([C:21]3[CH:22]=[N:23][C:24]4[C:29](=[CH:28][CH:27]=[CH:26][CH:25]=4)[N:20]=3)[C:4](=[O:5])[C:6]=2[CH2:7]1)=[O:14])([CH3:17])([CH3:18])[CH3:19]. The yield is 0.890. (6) The reactants are [CH3:1][O:2][C:3]1[CH:12]=[C:11]2[C:6]([CH2:7][CH2:8][CH:9]=[C:10]2[CH2:13][C:14]#[N:15])=[CH:5][CH:4]=1.C(OCC=C)(=O)C(C)=C. The catalyst is C1(C)C=CC=CC=1.[Pd]. The product is [CH3:1][O:2][C:3]1[CH:12]=[C:11]2[C:6]([CH:7]=[CH:8][CH:9]=[C:10]2[CH2:13][C:14]#[N:15])=[CH:5][CH:4]=1. The yield is 0.910.